From a dataset of Catalyst prediction with 721,799 reactions and 888 catalyst types from USPTO. Predict which catalyst facilitates the given reaction. (1) Reactant: [BH4-].[Na+].[C:3]([C:6]1[C:7]([O:26][CH2:27][CH3:28])=[C:8]([C:15]2[CH:16]=[CH:17][C:18]([C:21]([N:23]([CH3:25])[CH3:24])=[O:22])=[N:19][CH:20]=2)[C:9]([C:13]#[N:14])=[C:10]([CH3:12])[CH:11]=1)(=[O:5])[CH3:4]. Product: [C:13]([C:9]1[C:10]([CH3:12])=[CH:11][C:6]([CH:3]([OH:5])[CH3:4])=[C:7]([O:26][CH2:27][CH3:28])[C:8]=1[C:15]1[CH:16]=[CH:17][C:18]([C:21]([N:23]([CH3:25])[CH3:24])=[O:22])=[N:19][CH:20]=1)#[N:14]. The catalyst class is: 5. (2) Reactant: [CH3:1][C:2]1([CH3:29])[C:10]2[CH:9]=[C:8]3[N:11]=[C:12]([NH:14][C:15](=[O:22])[C:16]4[CH:21]=[CH:20][CH:19]=[CH:18][CH:17]=4)[NH:13][C:7]3=[CH:6][C:5]=2[N:4]([CH2:23][C:24](=O)[CH2:25][CH3:26])[C:3]1=[O:28].Cl.[CH3:31][O:32][NH2:33]. Product: [CH3:31][O:32]/[N:33]=[C:24](/[CH2:25][CH3:26])\[CH2:23][N:4]1[C:5]2[CH:6]=[C:7]3[NH:13][C:12]([NH:14][C:15](=[O:22])[C:16]4[CH:17]=[CH:18][CH:19]=[CH:20][CH:21]=4)=[N:11][C:8]3=[CH:9][C:10]=2[C:2]([CH3:1])([CH3:29])[C:3]1=[O:28]. The catalyst class is: 5. (3) Reactant: C(O[C:6](=[O:33])[NH:7][CH2:8][C@@H:9]1[O:13][C:12](=[O:14])[N:11]([C:15]2[CH:20]=[CH:19][C:18]([C:21]3[S:22][CH:23]=[C:24]([CH2:26][N:27]4[CH:31]=[CH:30][N:29]=[CH:28]4)[N:25]=3)=[C:17]([F:32])[CH:16]=2)[CH2:10]1)(C)(C)C.F[C:35](F)(F)C(O)=O.N1C=CC=CC=1.C(OC(=O)C)(=O)C. Product: [F:32][C:17]1[CH:16]=[C:15]([N:11]2[CH2:10][C@H:9]([CH2:8][NH:7][C:6](=[O:33])[CH3:35])[O:13][C:12]2=[O:14])[CH:20]=[CH:19][C:18]=1[C:21]1[S:22][CH:23]=[C:24]([CH2:26][N:27]2[CH:31]=[CH:30][N:29]=[CH:28]2)[N:25]=1. The catalyst class is: 46.